This data is from Reaction yield outcomes from USPTO patents with 853,638 reactions. The task is: Predict the reaction yield, written as a fraction of the theoretical maximum amount of product (1.0 means a 100% yield; for example, 0.34 means a 34% yield). (1) The reactants are [C:1]([C:5]1[CH:10]=[CH:9][C:8]([C:11]2[S:12](=C=O)[CH:13]=[C:14]([CH3:17])[C:15]=2[OH:16])=[CH:7][CH:6]=1)([CH3:4])([CH3:3])[CH3:2].[Si]([O:27][CH2:28][C:29]1[CH:38]=[CH:37][C:32]([C:33]([NH:35][NH2:36])=[O:34])=[CH:31][C:30]=1[N+:39]([O-:41])=[O:40])(C(C)(C)C)(C)C.O.[C:43]1(C)C=CC(S(O)(=O)=O)=CC=1. The catalyst is C(O)(C)C. The product is [C:1]([C:5]1[CH:6]=[CH:7][C:8]([C:11]2[S:12][CH:13]=[C:14]([C:17](=[N:36][NH:35][C:33](=[O:34])[C:32]3[CH:37]=[CH:38][C:29]([CH2:28][OH:27])=[C:30]([N+:39]([O-:41])=[O:40])[CH:31]=3)[CH3:43])[C:15]=2[OH:16])=[CH:9][CH:10]=1)([CH3:2])([CH3:3])[CH3:4]. The yield is 0.730. (2) The reactants are [N+:1]([C:4]1[CH:5]=[C:6]([C:9]([O:11][CH3:12])=[O:10])[NH:7][CH:8]=1)([O-])=O.[CH2:13](Cl)[Cl:14].CO. The catalyst is C(OCC)(=O)C.[Pd]. The product is [ClH:14].[NH2:1][C:4]1[CH:5]=[C:6]([C:9]([O:11][CH3:12])=[O:10])[N:7]([CH3:13])[CH:8]=1. The yield is 0.920. (3) The reactants are Br[CH2:2][CH2:3][CH2:4][CH2:5][CH3:6].[Cl:7][C:8]1[CH:9]=[C:10]([CH:13]=[CH:14][C:15]=1[OH:16])[CH:11]=[O:12].BrCCC.OC1C=CC(C=O)=CC=1. No catalyst specified. The product is [Cl:7][C:8]1[CH:9]=[C:10]([CH:13]=[CH:14][C:15]=1[O:16][CH2:2][CH2:3][CH2:4][CH2:5][CH3:6])[CH:11]=[O:12]. The yield is 0.960. (4) The reactants are [C:1](OC(=O)C)(=[O:3])[CH3:2].[Cl:8][C:9]1[CH:10]=[C:11]([NH:23][C:24]2[C:33]3[C:28](=[CH:29][C:30]([O:41][CH3:42])=[C:31]([O:34][CH:35]4[CH2:40][CH2:39][NH:38][CH2:37][CH2:36]4)[CH:32]=3)[N:27]=[CH:26][N:25]=2)[CH:12]=[CH:13][C:14]=1[O:15][CH2:16][C:17]1[CH:22]=[CH:21][CH:20]=[CH:19][N:18]=1.C(=O)([O-])[O-].[K+].[K+]. The catalyst is CC(C)=O. The product is [C:1]([N:38]1[CH2:39][CH2:40][CH:35]([O:34][C:31]2[CH:32]=[C:33]3[C:28](=[CH:29][C:30]=2[O:41][CH3:42])[N:27]=[CH:26][N:25]=[C:24]3[NH:23][C:11]2[CH:12]=[CH:13][C:14]([O:15][CH2:16][C:17]3[CH:22]=[CH:21][CH:20]=[CH:19][N:18]=3)=[C:9]([Cl:8])[CH:10]=2)[CH2:36][CH2:37]1)(=[O:3])[CH3:2]. The yield is 0.800. (5) The reactants are [Cl:1][C:2]1[C:13]([Cl:14])=[CH:12][CH:11]=[CH:10][C:3]=1[C:4]([NH:6][CH2:7][CH:8]=O)=[O:5].Cl.[NH2:16][OH:17].[C:18]([O-:21])(=O)C.[Na+]. The catalyst is CO. The product is [Cl:1][C:2]1[C:13]([Cl:14])=[CH:12][CH:11]=[CH:10][C:3]=1[C:4]([NH:6][CH2:7][CH2:8][N:16]([CH:18]=[O:21])[OH:17])=[O:5]. The yield is 0.960. (6) The reactants are [NH2:1][C:2]1[N:7]=[C:6](Cl)[CH:5]=[C:4]([C:9]2[CH:14]=[C:13]([C:15]3[CH:20]=[CH:19][N:18]=[C:17]([NH2:21])[N:16]=3)[CH:12]=[CH:11][C:10]=2[OH:22])[N:3]=1.[C:23]([O:27][C:28](N1CCNCC1)=[O:29])([CH3:26])([CH3:25])[CH3:24].C[CH2:37][N:38](C(C)C)[CH:39](C)C.C[N:46]([CH:48]=O)[CH3:47]. No catalyst specified. The product is [NH2:1][C:2]1[N:7]=[C:6]([N:46]2[CH2:48][CH2:39][NH:38][CH2:37][CH:47]2[C:28]([O:27][C:23]([CH3:26])([CH3:25])[CH3:24])=[O:29])[CH:5]=[C:4]([C:9]2[CH:14]=[C:13]([C:15]3[CH:20]=[CH:19][N:18]=[C:17]([NH2:21])[N:16]=3)[CH:12]=[CH:11][C:10]=2[OH:22])[N:3]=1. The yield is 0.340. (7) The reactants are Br[C:2]1[CH:3]=[C:4]2[C:8](=[CH:9][CH:10]=1)[N:7]([CH3:11])[N:6]=[C:5]2[NH2:12].[CH:13]1([N:16]2[CH2:21][C:20]3([CH2:26][CH2:25][N:24]([S:27]([C:30]4[CH:35]=[CH:34][C:33](B5OC(C)(C)C(C)(C)O5)=[CH:32][CH:31]=4)(=[O:29])=[O:28])[CH2:23][CH2:22]3)[O:19][CH2:18][C:17]2=[O:45])[CH2:15][CH2:14]1. No catalyst specified. The product is [NH2:12][C:5]1[C:4]2[C:8](=[CH:9][CH:10]=[C:2]([C:33]3[CH:34]=[CH:35][C:30]([S:27]([N:24]4[CH2:25][CH2:26][C:20]5([O:19][CH2:18][C:17](=[O:45])[N:16]([CH:13]6[CH2:14][CH2:15]6)[CH2:21]5)[CH2:22][CH2:23]4)(=[O:29])=[O:28])=[CH:31][CH:32]=3)[CH:3]=2)[N:7]([CH3:11])[N:6]=1. The yield is 0.150.